This data is from CYP2C19 inhibition data for predicting drug metabolism from PubChem BioAssay. The task is: Regression/Classification. Given a drug SMILES string, predict its absorption, distribution, metabolism, or excretion properties. Task type varies by dataset: regression for continuous measurements (e.g., permeability, clearance, half-life) or binary classification for categorical outcomes (e.g., BBB penetration, CYP inhibition). Dataset: cyp2c19_veith. (1) The drug is COc1ccc2c(c1OC)C(=O)O[C@@H]2[C@H]1c2c(cc3c(c2OC)OCO3)CCN1C. The result is 1 (inhibitor). (2) The compound is Cn1c(=O)c2c(nc(NCC3CCCO3)n2Cc2cccc(Br)c2)n(C)c1=O. The result is 1 (inhibitor). (3) The compound is CCCCCCC(C)(C)c1ccc([C@@H]2C[C@H](O)CC[C@@H]2CCCO)c(O)c1. The result is 0 (non-inhibitor). (4) The drug is Cc1nc2ccccc2nc1N1CCCC1. The result is 0 (non-inhibitor). (5) The compound is CN(Cc1ccco1)c1ccnc(-c2ccccc2C(F)(F)F)n1. The result is 1 (inhibitor). (6) The molecule is Cc1ccc2ccccc2c1CSc1nc(N)nc2c1ncn2CC(C)C. The result is 1 (inhibitor). (7) The compound is CCCOC(=O)[C@H]1[C@@H]2CC[C@@H](O2)[C@@H]1C(=O)O. The result is 0 (non-inhibitor). (8) The drug is CS(=O)(=O)Nc1cccc(-c2ccc3ncnc(NC4CCNCC4)c3c2)c1. The result is 0 (non-inhibitor). (9) The result is 0 (non-inhibitor). The molecule is CC(C)N(CCC(=O)c1ccc2ccccc2c1)Cc1ccccc1.